From a dataset of Full USPTO retrosynthesis dataset with 1.9M reactions from patents (1976-2016). Predict the reactants needed to synthesize the given product. (1) Given the product [CH3:1][C:2]1[C:8]([N+:9]([O-:11])=[O:10])=[CH:7][CH:6]=[CH:5][C:3]=1[NH:4][CH2:12][CH2:13][CH3:14], predict the reactants needed to synthesize it. The reactants are: [CH3:1][C:2]1[C:8]([N+:9]([O-:11])=[O:10])=[CH:7][CH:6]=[CH:5][C:3]=1[NH2:4].[CH:12](=O)[CH2:13][CH3:14].CC(O)=O.[BH3-]C#N.[Na+]. (2) Given the product [CH2:32]([N:31]([CH2:35][CH3:36])[C:26]1[N:25]=[C:24]([C:22]2[O:21][N:20]=[C:19]([C:17]3[CH:16]=[C:15]([CH3:34])[C:4]([O:5][CH2:6][CH:7]([OH:14])[CH2:8][NH:9][C:10](=[O:13])[CH2:11][OH:12])=[C:3]([CH3:1])[CH:18]=3)[N:23]=2)[CH:29]=[C:28]([CH3:30])[N:27]=1)[CH3:33], predict the reactants needed to synthesize it. The reactants are: [CH2:1]([C:3]1[CH:18]=[C:17]([C:19]2[N:23]=[C:22]([C:24]3[CH:29]=[C:28]([CH3:30])[N:27]=[C:26]([NH:31][CH2:32][CH3:33])[N:25]=3)[O:21][N:20]=2)[CH:16]=[C:15]([CH3:34])[C:4]=1[O:5][CH2:6][C@@H:7]([OH:14])[CH2:8][NH:9][C:10](=[O:13])[CH2:11][OH:12])C.[CH2:35](N(CC)C1N=C(C(O)=O)C=C(C)N=1)[CH3:36].C(N)(=O)C.